Dataset: Full USPTO retrosynthesis dataset with 1.9M reactions from patents (1976-2016). Task: Predict the reactants needed to synthesize the given product. (1) Given the product [CH2:1]([O:3][C:4](=[O:27])[CH2:5][CH:6]([N:13]1[C:21]2[C:16](=[CH:17][C:18]([O:22][CH2:23][CH2:24][O:25][NH:26][C:34]([NH2:36])=[NH:29])=[CH:19][CH:20]=2)[CH:15]=[CH:14]1)[C:7]1[CH:12]=[CH:11][CH:10]=[CH:9][CH:8]=1)[CH3:2], predict the reactants needed to synthesize it. The reactants are: [CH2:1]([O:3][C:4](=[O:27])[CH2:5][CH:6]([N:13]1[C:21]2[C:16](=[CH:17][C:18]([O:22][CH2:23][CH2:24][O:25][NH2:26])=[CH:19][CH:20]=2)[CH:15]=[CH:14]1)[C:7]1[CH:12]=[CH:11][CH:10]=[CH:9][CH:8]=1)[CH3:2].Cl.[N:29]1([C:34]([NH2:36])=O)C=CC=N1. (2) Given the product [Cl:34][C:29]1[CH:30]=[C:31]2[C:26](=[CH:27][CH:28]=1)[CH:25]=[C:24]([S:21]([N:18]1[CH2:19][CH2:20][N:15]([CH2:14][C:8]3([NH:7][C:5]([O:4][CH2:2][CH3:3])=[O:6])[CH2:13][CH2:12][N:11]([C:38]4[CH:43]=[CH:42][N:41]=[CH:40][CH:39]=4)[CH2:10][CH2:9]3)[C:16](=[O:35])[CH2:17]1)(=[O:22])=[O:23])[CH:33]=[CH:32]2, predict the reactants needed to synthesize it. The reactants are: Cl.[CH2:2]([O:4][C:5]([NH:7][C:8]1([CH2:14][N:15]2[CH2:20][CH2:19][N:18]([S:21]([C:24]3[CH:33]=[CH:32][C:31]4[C:26](=[CH:27][CH:28]=[C:29]([Cl:34])[CH:30]=4)[CH:25]=3)(=[O:23])=[O:22])[CH2:17][C:16]2=[O:35])[CH2:13][CH2:12][NH:11][CH2:10][CH2:9]1)=[O:6])[CH3:3].Cl.Cl[C:38]1[CH:43]=[CH:42][N:41]=[CH:40][CH:39]=1.C(N(CC)CC)C.